Task: Regression. Given a peptide amino acid sequence and an MHC pseudo amino acid sequence, predict their binding affinity value. This is MHC class I binding data.. Dataset: Peptide-MHC class I binding affinity with 185,985 pairs from IEDB/IMGT (1) The MHC is HLA-E01:03 with pseudo-sequence HLA-E01:03. The binding affinity (normalized) is 0. The peptide sequence is PMQQLTQPL. (2) The peptide sequence is MWAQDAAMY. The MHC is HLA-A24:02 with pseudo-sequence HLA-A24:02. The binding affinity (normalized) is 0. (3) The peptide sequence is KDFKCFNLI. The MHC is HLA-A01:01 with pseudo-sequence HLA-A01:01. The binding affinity (normalized) is 0.346. (4) The peptide sequence is SMLDNWTQL. The MHC is H-2-Db with pseudo-sequence H-2-Db. The binding affinity (normalized) is 0.630. (5) The MHC is HLA-A68:02 with pseudo-sequence HLA-A68:02. The peptide sequence is NIAEYIAGL. The binding affinity (normalized) is 0.770. (6) The peptide sequence is VAGGLLIACY. The binding affinity (normalized) is 0.0523. The MHC is HLA-A30:02 with pseudo-sequence HLA-A30:02. (7) The peptide sequence is LFLESGAVK. The MHC is HLA-A24:02 with pseudo-sequence HLA-A24:02. The binding affinity (normalized) is 0.110. (8) The peptide sequence is ISDSNPYLTQW. The MHC is Mamu-A02 with pseudo-sequence Mamu-A02. The binding affinity (normalized) is 0.306. (9) The peptide sequence is MQQAYQCIV. The MHC is HLA-A69:01 with pseudo-sequence HLA-A69:01. The binding affinity (normalized) is 0.158. (10) The peptide sequence is RSTSLSVSL. The MHC is HLA-A32:01 with pseudo-sequence HLA-A32:01. The binding affinity (normalized) is 0.574.